Dataset: CYP3A4 inhibition data for predicting drug metabolism from PubChem BioAssay. Task: Regression/Classification. Given a drug SMILES string, predict its absorption, distribution, metabolism, or excretion properties. Task type varies by dataset: regression for continuous measurements (e.g., permeability, clearance, half-life) or binary classification for categorical outcomes (e.g., BBB penetration, CYP inhibition). Dataset: cyp3a4_veith. (1) The drug is CCCCc1cc2ccccc2c(OCCN(C)C)n1. The result is 0 (non-inhibitor). (2) The drug is Cc1ccc(C2=NN(S(C)(=O)=O)C(c3cccs3)C2)cc1. The result is 0 (non-inhibitor). (3) The molecule is COc1ccc(CNc2ccnc(-c3cccc(C#N)c3)n2)c(OC)c1. The result is 1 (inhibitor). (4) The drug is CS(=O)(=O)Nc1cccc(-c2cncnc2NCc2ccccc2)c1. The result is 1 (inhibitor). (5) The compound is COc1ccc(/C=C/C(=O)Oc2cccc(/C=N/NC(=O)COc3c(C)cccc3C)c2)cc1. The result is 0 (non-inhibitor). (6) The molecule is CC[C@H](C(=O)c1cccs1)C(O)(C(F)(F)F)C(F)(F)F. The result is 0 (non-inhibitor). (7) The compound is COCCn1nc2cc(C(=O)NCC34CC5CC(CC(C5)C3)C4)ccc2c1OC. The result is 0 (non-inhibitor). (8) The molecule is COc1ccc(C2NCc3ccc4c(c3-n3cccc32)OCO4)cc1OC.Cl. The result is 1 (inhibitor). (9) The molecule is COC(=O)C1CCC(C)(C(=O)Nc2ccccc2)C1(C)C. The result is 0 (non-inhibitor).